From a dataset of Reaction yield outcomes from USPTO patents with 853,638 reactions. Predict the reaction yield, written as a fraction of the theoretical maximum amount of product (1.0 means a 100% yield; for example, 0.34 means a 34% yield). (1) The reactants are [CH2:1]([O:3][C:4]1[CH:9]=[CH:8][CH:7]=[CH:6][C:5]=1[N:10]=[C:11]=[O:12])[CH3:2].[CH2:13]([NH:15][C:16]([NH:18][C:19]1[N:24]=[C:23]([N:25]2[CH2:30][CH2:29][N:28]([CH2:31][CH2:32][OH:33])[CH2:27][CH2:26]2)[CH:22]=[N:21][CH:20]=1)=[O:17])[CH3:14]. The catalyst is O1CCCC1. The product is [CH2:13]([NH:15][C:16](=[O:17])[NH:18][C:19]1[N:24]=[C:23]([N:25]2[CH2:30][CH2:29][N:28]([CH2:31][CH2:32][O:33][C:11](=[O:12])[NH:10][C:5]3[CH:6]=[CH:7][CH:8]=[CH:9][C:4]=3[O:3][CH2:1][CH3:2])[CH2:27][CH2:26]2)[CH:22]=[N:21][CH:20]=1)[CH3:14]. The yield is 0.650. (2) The reactants are [CH:1]([C:3]1[Se:7][C:6]([C:8]([O:10]C)=[O:9])=[CH:5][CH:4]=1)=[O:2].[OH-:12].[Na+].Cl. The catalyst is O.[N+]([O-])([O-])=O.[Ag+]. The product is [Se:7]1[C:6]([C:8]([OH:10])=[O:9])=[CH:5][CH:4]=[C:3]1[C:1]([OH:2])=[O:12]. The yield is 0.800.